Dataset: Forward reaction prediction with 1.9M reactions from USPTO patents (1976-2016). Task: Predict the product of the given reaction. Given the reactants [N:1]([CH:4]([C:6]1[N:7]=[C:8]2[S:16][CH:15]=[C:14]([CH3:17])[N:9]2[C:10](=[O:13])[C:11]=1Br)[CH3:5])=[N+:2]=[N-:3].[Cl:18][C:19]1[CH:20]=[C:21](B(O)O)[CH:22]=[C:23]([F:25])[CH:24]=1.C(=O)([O-])[O-].[Na+].[Na+].O, predict the reaction product. The product is: [N:1]([CH:4]([C:6]1[N:7]=[C:8]2[S:16][CH:15]=[C:14]([CH3:17])[N:9]2[C:10](=[O:13])[C:11]=1[C:21]1[CH:22]=[C:23]([F:25])[CH:24]=[C:19]([Cl:18])[CH:20]=1)[CH3:5])=[N+:2]=[N-:3].